Dataset: Reaction yield outcomes from USPTO patents with 853,638 reactions. Task: Predict the reaction yield, written as a fraction of the theoretical maximum amount of product (1.0 means a 100% yield; for example, 0.34 means a 34% yield). (1) The reactants are [F:1][C:2]1[CH:7]=[CH:6][C:5]([N:8]2[CH2:14][CH2:13][CH2:12][CH2:11][CH2:10][C:9]2=[O:15])=[CH:4][CH:3]=1.[Li+].CC([N-]C(C)C)C.Cl[C:25]([O:27][CH2:28][C:29]1[CH:34]=[CH:33][CH:32]=[CH:31][CH:30]=1)=[O:26]. The catalyst is C1COCC1.CCOC(C)=O. The product is [F:1][C:2]1[CH:7]=[CH:6][C:5]([N:8]2[CH2:14][CH2:13][CH2:12][CH2:11][CH:10]([C:25]([O:27][CH2:28][C:29]3[CH:34]=[CH:33][CH:32]=[CH:31][CH:30]=3)=[O:26])[C:9]2=[O:15])=[CH:4][CH:3]=1. The yield is 0.550. (2) The reactants are [CH2:1]([O:3][C:4]([C:6]1[C:10]2[CH:11]=[CH:12][C:13](OS(C(F)(F)F)(=O)=O)=[CH:14][C:9]=2[O:8][C:7]=1[C:23](=[O:32])[C:24]1[CH:29]=[CH:28][C:27]([Cl:30])=[CH:26][C:25]=1[Cl:31])=[O:5])[CH3:2].[CH3:33][C:34]1[CH:35]=[C:36](B(O)O)[CH:37]=[CH:38][CH:39]=1.C(=O)([O-])[O-].[K+].[K+]. The catalyst is CN(C)C=O.C1C=CC([P]([Pd]([P](C2C=CC=CC=2)(C2C=CC=CC=2)C2C=CC=CC=2)([P](C2C=CC=CC=2)(C2C=CC=CC=2)C2C=CC=CC=2)[P](C2C=CC=CC=2)(C2C=CC=CC=2)C2C=CC=CC=2)(C2C=CC=CC=2)C2C=CC=CC=2)=CC=1. The product is [CH2:1]([O:3][C:4]([C:6]1[C:10]2[CH:11]=[CH:12][C:13]([C:38]3[CH:39]=[C:34]([CH3:33])[CH:35]=[CH:36][CH:37]=3)=[CH:14][C:9]=2[O:8][C:7]=1[C:23](=[O:32])[C:24]1[CH:29]=[CH:28][C:27]([Cl:30])=[CH:26][C:25]=1[Cl:31])=[O:5])[CH3:2]. The yield is 0.630. (3) The reactants are [Cl:1][C:2]1[C:3]([N:19]2[CH2:24][CH2:23][CH2:22][C@@H:21]([NH:25]C(=O)OC(C)(C)C)[CH2:20]2)=[C:4]2[C:10]([NH:11][C:12]([N:14]3[CH2:18][CH2:17][CH2:16][CH2:15]3)=[O:13])=[CH:9][NH:8][C:5]2=[N:6][CH:7]=1. The catalyst is C(O)(C(F)(F)F)=O. The product is [ClH:1].[NH2:25][C@@H:21]1[CH2:22][CH2:23][CH2:24][N:19]([C:3]2[C:2]([Cl:1])=[CH:7][N:6]=[C:5]3[NH:8][CH:9]=[C:10]([NH:11][C:12]([N:14]4[CH2:18][CH2:17][CH2:16][CH2:15]4)=[O:13])[C:4]=23)[CH2:20]1. The yield is 0.910. (4) The reactants are [CH2:1]([C:4]1[C:9]([CH3:10])=[C:8]([Cl:11])[CH:7]=[C:6]([CH:12]([CH3:14])[CH3:13])[C:5]=1[OH:15])[CH:2]=[CH2:3].ClC1C=C(C=CC=1)C(OO)=O.C(=O)([O-])[O-].[K+].[K+].ClC1C2OC(CO)CC=2C(C(F)(F)F)=CC=1.ClC1C=C(C(C)C)C2OC(CO)CC=2C=1C.C1(C)C=CC(S(Cl)(=O)=O)=CC=1.[CH3:76][C:77]1[CH:82]=[CH:81][C:80]([S:83]([O:86]CC2CC3C(C(F)(F)F)=CC=C(Cl)C=3O2)(=[O:85])=[O:84])=[CH:79][CH:78]=1. No catalyst specified. The product is [CH3:76][C:77]1[CH:78]=[CH:79][C:80]([S:83]([O:86][CH2:3][CH:2]2[CH2:1][C:4]3[C:9]([CH3:10])=[C:8]([Cl:11])[CH:7]=[C:6]([CH:12]([CH3:13])[CH3:14])[C:5]=3[O:15]2)(=[O:85])=[O:84])=[CH:81][CH:82]=1. The yield is 0.690. (5) The reactants are [C:1]([O:5][C:6]([N:8]1[CH2:13][CH2:12][C:11](=O)[C:10](=[CH:15]N(C)C)[CH2:9]1)=[O:7])([CH3:4])([CH3:3])[CH3:2].O.Cl.[C:21]([NH2:29])(=[NH:28])[C:22]1[CH:27]=[CH:26][CH:25]=[CH:24][CH:23]=1.[O-]CC.[Na+]. The catalyst is C(O)C. The product is [C:1]([O:5][C:6]([N:8]1[CH2:13][CH2:12][C:11]2[N:28]=[C:21]([C:22]3[CH:27]=[CH:26][CH:25]=[CH:24][CH:23]=3)[N:29]=[CH:15][C:10]=2[CH2:9]1)=[O:7])([CH3:4])([CH3:2])[CH3:3]. The yield is 0.490. (6) The reactants are [O:1]1[C:5]2[CH:6]=[C:7]([C:10]3([C:13]([NH:15][C:16]4[N:21]=[C:20](C5C=CN=C(OC)C=5)[C:19]([CH3:30])=[CH:18][CH:17]=4)=[O:14])[CH2:12][CH2:11]3)[CH:8]=[CH:9][C:4]=2[CH2:3][CH2:2]1.[Si](I)(C)(C)C.[CH3:36][OH:37]. The catalyst is C(C#N)(C)=O. The product is [O:1]1[C:5]2[CH:6]=[C:7]([C:10]3([C:13]([NH:15][C:16]4[CH:17]=[CH:18][C:19]([CH3:30])=[C:20]([C:10]5[CH:7]=[CH:6][C:36](=[O:37])[NH:15][CH:13]=5)[N:21]=4)=[O:14])[CH2:12][CH2:11]3)[CH:8]=[CH:9][C:4]=2[CH2:3][CH2:2]1. The yield is 0.740.